From a dataset of Forward reaction prediction with 1.9M reactions from USPTO patents (1976-2016). Predict the product of the given reaction. Given the reactants C(NC(C)C)(C)C.[F:8][C:9]1[CH:14]=[CH:13][CH:12]=[C:11]([F:15])[N:10]=1.C([Li])CCC.[I:21]I, predict the reaction product. The product is: [F:8][C:9]1[C:14]([I:21])=[CH:13][CH:12]=[C:11]([F:15])[N:10]=1.